From a dataset of Forward reaction prediction with 1.9M reactions from USPTO patents (1976-2016). Predict the product of the given reaction. (1) Given the reactants [F:1][C:2]1[CH:7]=[CH:6][CH:5]=[CH:4][C:3]=1[C@@H:8]1[NH:13][C:12](=[O:14])[C@H:11]([CH2:15][CH:16]([CH3:18])[CH3:17])[NH:10][CH2:9]1.[F:19][C:20]1[CH:25]=[C:24]([F:26])[CH:23]=[CH:22][C:21]=1/[CH:27]=[CH:28]/[C:29](O)=[O:30].C([C@@H]1N(C(=O)/C=C/C2C=CC=CC=2)C[C@H](CC(C)C)NC1=O)C(C)C, predict the reaction product. The product is: [F:19][C:20]1[CH:25]=[C:24]([F:26])[CH:23]=[CH:22][C:21]=1/[CH:27]=[CH:28]/[C:29]([N:10]1[CH2:9][C@H:8]([C:3]2[CH:4]=[CH:5][CH:6]=[CH:7][C:2]=2[F:1])[NH:13][C:12](=[O:14])[C@@H:11]1[CH2:15][CH:16]([CH3:18])[CH3:17])=[O:30]. (2) The product is: [C:14]1(=[O:15])[O:16][C:11](=[O:17])[CH:12]=[CH:13]1.[CH3:10][CH2:9][CH2:8][CH2:7][CH2:6][CH2:5][CH2:4][CH2:3][CH:2]=[CH2:1]. Given the reactants [CH3:1][CH2:2][CH2:3][CH2:4][CH2:5][CH2:6][CH2:7][CH2:8][CH:9]=[CH2:10].[C:11]1(=[O:17])[O:16][C:14](=[O:15])[CH:13]=[CH:12]1.N(C(C)(C)C#N)=NC(C)(C)C#N, predict the reaction product. (3) Given the reactants [C:1]([C:5]1[CH:6]=[C:7]2[C:12](=[C:13]([F:15])[CH:14]=1)[C:11](=[O:16])[N:10]([CH2:17][C:18]1[CH:23]=[CH:22][C:21]([C:24]3[CH:29]=[C:28](Cl)[N:27]=[C:26]([Cl:31])[CH:25]=3)=[CH:20][C:19]=1[F:32])[N:9]=[CH:8]2)([CH3:4])([CH3:3])[CH3:2].[CH3:33][N:34]1[CH:38]=[C:37](B2OC(C)(C)C(C)(C)O2)[CH:36]=[N:35]1.C([O-])([O-])=O.[K+].[K+], predict the reaction product. The product is: [C:1]([C:5]1[CH:6]=[C:7]2[C:12](=[C:13]([F:15])[CH:14]=1)[C:11](=[O:16])[N:10]([CH2:17][C:18]1[CH:23]=[CH:22][C:21]([C:24]3[CH:29]=[C:28]([C:37]4[CH:36]=[N:35][N:34]([CH3:33])[CH:38]=4)[N:27]=[C:26]([Cl:31])[CH:25]=3)=[CH:20][C:19]=1[F:32])[N:9]=[CH:8]2)([CH3:3])([CH3:4])[CH3:2]. (4) Given the reactants [O:1]=[C:2]1[CH2:7][NH:6][CH2:5][CH2:4][N:3]1[C:8]1[CH:13]=[CH:12][C:11]([S:14]([NH:17][C:18]2[S:22][N:21]=[CH:20][N:19]=2)(=[O:16])=[O:15])=[CH:10][CH:9]=1.[F:23][C:24]([F:39])([F:38])[C:25]1[CH:33]=[C:32]2[C:28]([CH2:29][CH2:30][N:31]2[CH2:34][C:35](O)=[O:36])=[CH:27][CH:26]=1.CN(C(ON1N=NC2C=CC=NC1=2)=[N+](C)C)C.F[P-](F)(F)(F)(F)F.C(=O)(O)[O-].[Na+], predict the reaction product. The product is: [O:1]=[C:2]1[CH2:7][N:6]([C:35](=[O:36])[CH2:34][N:31]2[C:32]3[C:28](=[CH:27][CH:26]=[C:25]([C:24]([F:38])([F:23])[F:39])[CH:33]=3)[CH2:29][CH2:30]2)[CH2:5][CH2:4][N:3]1[C:8]1[CH:9]=[CH:10][C:11]([S:14]([NH:17][C:18]2[S:22][N:21]=[CH:20][N:19]=2)(=[O:16])=[O:15])=[CH:12][CH:13]=1. (5) Given the reactants [CH2:1]([C:3]1[N:8]=[C:7]([NH2:9])[N:6]=[C:5]([NH2:10])[C:4]=1[C:11]1[CH:12]=[C:13]2[C:17](=[CH:18][CH:19]=1)[NH:16][CH:15]=[C:14]2[CH2:20][CH3:21])[CH3:2].CC(C)([O-])C.[K+].[CH3:28][S:29]([C:32]1[CH:39]=[CH:38][C:35]([CH2:36]Br)=[CH:34][CH:33]=1)(=[O:31])=[O:30], predict the reaction product. The product is: [CH2:1]([C:3]1[N:8]=[C:7]([NH2:9])[N:6]=[C:5]([NH2:10])[C:4]=1[C:11]1[CH:12]=[C:13]2[C:17](=[CH:18][CH:19]=1)[N:16]([CH2:36][C:35]1[CH:34]=[CH:33][C:32]([S:29]([CH3:28])(=[O:31])=[O:30])=[CH:39][CH:38]=1)[CH:15]=[C:14]2[CH2:20][CH3:21])[CH3:2].